This data is from Catalyst prediction with 721,799 reactions and 888 catalyst types from USPTO. The task is: Predict which catalyst facilitates the given reaction. (1) Reactant: [O:1]1[C:5]2[CH:6]=[CH:7][C:8]([C:10]([C:14]3[CH:19]=[CH:18][CH:17]=[CH:16][CH:15]=3)(O)[CH2:11][CH3:12])=[CH:9][C:4]=2[CH:3]=[CH:2]1.C([SiH](CC)CC)C.FC(F)(F)C(O)=O. Product: [C:14]1([CH:10]([C:8]2[CH:7]=[CH:6][C:5]3[O:1][CH:2]=[CH:3][C:4]=3[CH:9]=2)[CH2:11][CH3:12])[CH:19]=[CH:18][CH:17]=[CH:16][CH:15]=1. The catalyst class is: 2. (2) Reactant: [CH:1]1([N:4]2[CH2:9][CH2:8][CH:7]([N:10]3[CH2:14][CH2:13][N:12]([CH2:15][CH2:16][CH2:17]OS(C)(=O)=O)[C:11]3=[C:23]([C:26]#[N:27])[C:24]#[N:25])[CH2:6][CH2:5]2)[CH2:3][CH2:2]1.[NH:28]1[CH2:33][CH2:32][CH2:31][CH2:30][CH2:29]1.C(=O)([O-])[O-].[K+].[K+].O. Product: [CH:1]1([N:4]2[CH2:9][CH2:8][CH:7]([N:10]3[CH2:14][CH2:13][N:12]([CH2:15][CH2:16][CH2:17][N:28]4[CH2:33][CH2:32][CH2:31][CH2:30][CH2:29]4)[C:11]3=[C:23]([C:26]#[N:27])[C:24]#[N:25])[CH2:6][CH2:5]2)[CH2:3][CH2:2]1. The catalyst class is: 12. (3) Reactant: [N+:1]([C:4]1[CH:9]=[CH:8][C:7]([N:10]2[CH2:15][CH2:14][O:13][CH2:12][C@@H:11]2[CH2:16][OH:17])=[CH:6][CH:5]=1)([O-])=O. Product: [NH2:1][C:4]1[CH:5]=[CH:6][C:7]([N:10]2[CH2:15][CH2:14][O:13][CH2:12][C@@H:11]2[CH2:16][OH:17])=[CH:8][CH:9]=1. The catalyst class is: 63.